Dataset: Forward reaction prediction with 1.9M reactions from USPTO patents (1976-2016). Task: Predict the product of the given reaction. (1) The product is: [CH3:9][O:8][C:6]([C:5]1[CH:10]=[CH:11][C:2]([N:27]2[CH2:28][CH2:29][C:24]3([CH2:23][CH2:22][N:21]([C:30]([O:32][C:33]([CH3:34])([CH3:35])[CH3:36])=[O:31])[CH2:20][CH2:19]3)[CH2:25][CH2:26]2)=[N:3][CH:4]=1)=[O:7]. Given the reactants Cl[C:2]1[CH:11]=[CH:10][C:5]([C:6]([O:8][CH3:9])=[O:7])=[CH:4][N:3]=1.CCN(CC)CC.[CH2:19]1[C:24]2([CH2:29][CH2:28][NH:27][CH2:26][CH2:25]2)[CH2:23][CH2:22][N:21]([C:30]([O:32][C:33]([CH3:36])([CH3:35])[CH3:34])=[O:31])[CH2:20]1.CCOC(C)=O, predict the reaction product. (2) Given the reactants [NH2:1][CH2:2][CH2:3][N:4]1[CH2:9][CH2:8][O:7][CH2:6][CH2:5]1.[Cl:10][C:11]1[N:12]=[C:13]([N:22]2[CH2:27][CH2:26][O:25][CH2:24][CH2:23]2)[C:14]2[S:19][C:18]([CH:20]=O)=[CH:17][C:15]=2[N:16]=1.C(O)(=O)C.C(O[BH-](OC(=O)C)OC(=O)C)(=O)C.[Na+], predict the reaction product. The product is: [Cl:10][C:11]1[N:12]=[C:13]([N:22]2[CH2:23][CH2:24][O:25][CH2:26][CH2:27]2)[C:14]2[S:19][C:18]([CH2:20][NH:1][CH2:2][CH2:3][N:4]3[CH2:9][CH2:8][O:7][CH2:6][CH2:5]3)=[CH:17][C:15]=2[N:16]=1. (3) Given the reactants [CH3:1][O:2][C:3]1[CH:4]=[C:5]([C:11]2[CH:16]=[CH:15][N:14]=[C:13]([NH2:17])[N:12]=2)[CH:6]=[CH:7][C:8]=1[O:9][CH3:10].[CH:18]([C:20]1[CH:28]=[CH:27][C:23]([C:24]([OH:26])=[O:25])=[CH:22][CH:21]=1)=O.C([Sn](Cl)(Cl)CCCC)CCC.C1([SiH3])C=CC=CC=1, predict the reaction product. The product is: [CH3:1][O:2][C:3]1[CH:4]=[C:5]([C:11]2[CH:16]=[CH:15][N:14]=[C:13]([NH:17][CH2:18][C:20]3[CH:28]=[CH:27][C:23]([C:24]([OH:26])=[O:25])=[CH:22][CH:21]=3)[N:12]=2)[CH:6]=[CH:7][C:8]=1[O:9][CH3:10].